Dataset: Buchwald-Hartwig C-N cross coupling reaction yields with 55,370 reactions. Task: Predict the reaction yield, written as a fraction of the theoretical maximum amount of product (1.0 means a 100% yield; for example, 0.34 means a 34% yield). (1) The reactants are Ic1ccccn1.Cc1ccc(N)cc1.O=S(=O)(O[Pd]1c2ccccc2-c2ccccc2N~1)C(F)(F)F.CC(C)c1cc(C(C)C)c(-c2ccccc2P(C(C)(C)C)C(C)(C)C)c(C(C)C)c1.CN1CCCN2CCCN=C12.c1ccc(CN(Cc2ccccc2)c2ccon2)cc1. No catalyst specified. The product is Cc1ccc(Nc2ccccn2)cc1. The yield is 0.860. (2) The reactants are CCc1ccc(Cl)cc1.Cc1ccc(N)cc1.O=S(=O)(O[Pd]1c2ccccc2-c2ccccc2N~1)C(F)(F)F.CC(C)c1cc(C(C)C)c(-c2ccccc2P(C(C)(C)C)C(C)(C)C)c(C(C)C)c1.CN1CCCN2CCCN=C12.Cc1cc(-c2ccccc2)on1. No catalyst specified. The product is CCc1ccc(Nc2ccc(C)cc2)cc1. The yield is 0.0386. (3) The reactants are COc1ccc(Cl)cc1.Cc1ccc(N)cc1.O=S(=O)(O[Pd]1c2ccccc2-c2ccccc2N~1)C(F)(F)F.CC(C)c1cc(C(C)C)c(-c2ccccc2P(C2CCCCC2)C2CCCCC2)c(C(C)C)c1.CN(C)C(=NC(C)(C)C)N(C)C.Fc1cccc(F)c1-c1ccno1. No catalyst specified. The product is COc1ccc(Nc2ccc(C)cc2)cc1. The yield is 0. (4) The reactants are CCc1ccc(I)cc1.Cc1ccc(N)cc1.O=S(=O)(O[Pd]1c2ccccc2-c2ccccc2N~1)C(F)(F)F.CC(C)c1cc(C(C)C)c(-c2ccccc2P(C(C)(C)C)C(C)(C)C)c(C(C)C)c1.CN1CCCN2CCCN=C12.COC(=O)c1ccno1. No catalyst specified. The product is CCc1ccc(Nc2ccc(C)cc2)cc1. The yield is 0.619.